This data is from Forward reaction prediction with 1.9M reactions from USPTO patents (1976-2016). The task is: Predict the product of the given reaction. (1) Given the reactants CN(C(ON1N=NC2C=CC=NC1=2)=[N+](C)C)C.F[P-](F)(F)(F)(F)F.[C:25]([O:29][C:30]([NH:32][C:33]1[C:34]([C:43](O)=[O:44])=[CH:35][C:36]2[C:41]([CH:42]=1)=[CH:40][CH:39]=[CH:38][CH:37]=2)=[O:31])([CH3:28])([CH3:27])[CH3:26].[NH2:46][CH:47]([CH:52]1[CH2:57][CH2:56][O:55][CH2:54][CH2:53]1)[C:48]([O:50]C)=[O:49].C(N(C(C)C)CC)(C)C, predict the reaction product. The product is: [CH3:28][C:25]([O:29][C:30]([NH:32][C:33]1[C:34]([C:43]([NH:46][CH:47]([CH:52]2[CH2:57][CH2:56][O:55][CH2:54][CH2:53]2)[C:48]([OH:50])=[O:49])=[O:44])=[CH:35][C:36]2[C:41]([CH:42]=1)=[CH:40][CH:39]=[CH:38][CH:37]=2)=[O:31])([CH3:26])[CH3:27]. (2) Given the reactants [CH:1]1([C:7]2[C:8]3[CH:9]=[CH:10][C:11]([C:26]([O:28][CH3:29])=[O:27])=[CH:12][C:13]=3[N:14]3[CH2:21][CH2:20][NH:19][CH2:18][C:17]4[CH:22]=[CH:23][CH:24]=[CH:25][C:16]=4[C:15]=23)[CH2:6][CH2:5][CH2:4][CH2:3][CH2:2]1.[CH3:30][N:31]1[CH:35]=[C:34]([CH:36]=O)[CH:33]=[N:32]1.C(O)(=O)C.[BH3-]C#N.[Na+], predict the reaction product. The product is: [CH:1]1([C:7]2[C:8]3[CH:9]=[CH:10][C:11]([C:26]([O:28][CH3:29])=[O:27])=[CH:12][C:13]=3[N:14]3[CH2:21][CH2:20][N:19]([CH2:36][C:34]4[CH:33]=[N:32][N:31]([CH3:30])[CH:35]=4)[CH2:18][C:17]4[CH:22]=[CH:23][CH:24]=[CH:25][C:16]=4[C:15]=23)[CH2:2][CH2:3][CH2:4][CH2:5][CH2:6]1. (3) Given the reactants [C:1]([O:5][C:6]([N:8]1[CH2:13][CH2:12][N:11]([C:14]2[CH:15]=[N:16][C:17]([NH:20][C:21]3[N:30]=[CH:29][C:28]4[CH2:27][CH2:26][C:25]([O:31][CH3:32])=[C:24]([CH:33]5[CH2:37][CH2:36][CH2:35][CH2:34]5)[C:23]=4[N:22]=3)=[CH:18][CH:19]=2)[CH2:10][CH2:9]1)=[O:7])([CH3:4])([CH3:3])[CH3:2], predict the reaction product. The product is: [C:1]([O:5][C:6]([N:8]1[CH2:9][CH2:10][N:11]([C:14]2[CH:15]=[N:16][C:17]([NH:20][C:21]3[N:30]=[CH:29][C:28]4[C:23](=[C:24]([CH:33]5[CH2:34][CH2:35][CH2:36][CH2:37]5)[C:25]([O:31][CH3:32])=[CH:26][CH:27]=4)[N:22]=3)=[CH:18][CH:19]=2)[CH2:12][CH2:13]1)=[O:7])([CH3:4])([CH3:2])[CH3:3]. (4) The product is: [CH2:1]([O:3][C:4]([C:5]1[CH:29]2[C:24]([N:18]3[CH2:19][CH2:20][O:21][CH2:22][CH2:23]3)([C:25](=[O:30])[NH:26][CH2:27][CH2:28]2)[N:7]([C:8]2[CH:13]=[CH:12][C:11]([O:14][CH3:15])=[CH:10][CH:9]=2)[N:6]=1)=[O:17])[CH3:2]. Given the reactants [CH2:1]([O:3][C:4](=[O:17])[C:5](Cl)=[N:6][NH:7][C:8]1[CH:13]=[CH:12][C:11]([O:14][CH3:15])=[CH:10][CH:9]=1)[CH3:2].[N:18]1([C:24]2[C:25](=[O:30])[NH:26][CH2:27][CH2:28][CH:29]=2)[CH2:23][CH2:22][O:21][CH2:20][CH2:19]1.C(N(CC)CC)C.O, predict the reaction product.